Dataset: Forward reaction prediction with 1.9M reactions from USPTO patents (1976-2016). Task: Predict the product of the given reaction. (1) Given the reactants [C:1]([OH:12])(=[O:11])/[CH:2]=[CH:3]/[CH2:4][CH2:5][CH2:6][CH2:7][CH2:8][CH2:9][CH3:10].[ClH:13].Cl.[N:15]1([CH2:21][C:22]([O:24][CH2:25][CH3:26])=[O:23])[CH2:20][CH2:19][NH:18][CH2:17][CH2:16]1, predict the reaction product. The product is: [C:1]([N:18]1[CH2:17][CH2:16][N:15]([CH2:21][C:22]([O:24][CH2:25][CH3:26])=[O:23])[CH2:20][CH2:19]1)(=[O:12])/[CH:2]=[CH:3]/[CH2:4][CH2:5][CH2:6][CH2:7][CH2:8][CH2:9][CH3:10].[ClH:13].[C:1]([N:18]1[CH2:17][CH2:16][N:15]([CH2:21][C:22]([OH:24])=[O:23])[CH2:20][CH2:19]1)(=[O:11])/[CH:2]=[CH:3]/[CH2:4][CH2:5][CH2:6][CH2:7][CH2:8][CH2:9][CH3:10]. (2) Given the reactants I[CH:2]1[C:6]2([CH2:11][CH2:10][NH:9][CH2:8][CH2:7]2)[C:5](=[O:12])[N:4]([C:13]2[CH2:14][O:15][C:16](=[O:18])[CH:17]=2)[CH:3]1[CH3:19].C(C1CCCCN2CCCN=C12)C, predict the reaction product. The product is: [CH3:19][C:3]1[N:4]([C:13]2[CH2:14][O:15][C:16](=[O:18])[CH:17]=2)[C:5](=[O:12])[C:6]2([CH2:7][CH2:8][NH:9][CH2:10][CH2:11]2)[CH:2]=1. (3) Given the reactants CNC(NC)=[S:4].C(N(CC)CC)C.[F:14][C:15]1([F:33])[O:20][C:19]2[CH:21]=[C:22]([F:28])[C:23]([N:25]=[C:26]=[O:27])=[CH:24][C:18]=2[N:17]([CH2:29][C:30]#[CH:31])[C:16]1=[O:32].[C:34](N1C=CN=C1)([N:36]1[CH:40]=[CH:39][N:38]=[CH:37]1)=[O:35], predict the reaction product. The product is: [CH3:39][N:38]1[C:37](=[S:4])[N:36]([CH3:40])[C:34](=[O:35])[N:25]([C:23]2[C:22]([F:28])=[CH:21][C:19]3[O:20][C:15]([F:14])([F:33])[C:16](=[O:32])[N:17]([CH2:29][C:30]#[CH:31])[C:18]=3[CH:24]=2)[C:26]1=[O:27]. (4) The product is: [I:3][C:4]1[CH:5]=[CH:8][C:9]([C:12]([F:15])([F:14])[F:13])=[CH:10][C:18]=1[C:16]([OH:19])=[O:1]. Given the reactants [OH-:1].[K+].[I:3][C:4]1C=[CH:10][C:9]([C:12]([F:15])([F:14])[F:13])=[CH:8][C:5]=1C#N.[CH:16]([OH:19])([CH3:18])C, predict the reaction product. (5) Given the reactants [CH3:1][C:2]1[CH:7]=[CH:6][C:5]([S:8]([O:11][CH2:12][CH:13]2[CH2:17][C:16]3[CH:18]=[CH:19][CH:20]=[C:21](Br)[C:15]=3[O:14]2)(=[O:10])=[O:9])=[CH:4][CH:3]=1.[F:23][C:24]1[CH:29]=[CH:28][C:27](B(O)O)=[CH:26][CH:25]=1.C(=O)([O-])[O-].[K+].[K+], predict the reaction product. The product is: [CH3:1][C:2]1[CH:7]=[CH:6][C:5]([S:8]([O:11][CH2:12][CH:13]2[CH2:17][C:16]3[CH:18]=[CH:19][CH:20]=[C:21]([C:27]4[CH:28]=[CH:29][C:24]([F:23])=[CH:25][CH:26]=4)[C:15]=3[O:14]2)(=[O:10])=[O:9])=[CH:4][CH:3]=1. (6) Given the reactants [CH2:1]([O:3][C:4]([C:6]1[C:10]([Br:11])=[CH:9][S:8][CH:7]=1)=[O:5])[CH3:2].[N+:12]([O-])([OH:14])=[O:13], predict the reaction product. The product is: [CH2:1]([O:3][C:4]([C:6]1[C:10]([Br:11])=[C:9]([N+:12]([O-:14])=[O:13])[S:8][CH:7]=1)=[O:5])[CH3:2]. (7) Given the reactants [Cl:1][C:2]1[C:3](=[O:13])[N:4]([CH3:12])[N:5]=[CH:6][C:7]=1[NH:8][CH2:9][CH2:10]Cl.[F:14][C:15]1[CH:29]=[CH:28][C:18]2[C:19]([CH:22]3[CH2:27][CH2:26][NH:25][CH2:24][CH2:23]3)=[N:20][O:21][C:17]=2[CH:16]=1.C(=O)([O-])[O-].[K+].[K+].[I-].[K+], predict the reaction product. The product is: [F:14][C:15]1[CH:29]=[CH:28][C:18]2[C:19]([CH:22]3[CH2:23][CH2:24][N:25]([CH2:10][CH2:9][NH:8][C:7]4[CH:6]=[N:5][N:4]([CH3:12])[C:3](=[O:13])[C:2]=4[Cl:1])[CH2:26][CH2:27]3)=[N:20][O:21][C:17]=2[CH:16]=1.